Dataset: Forward reaction prediction with 1.9M reactions from USPTO patents (1976-2016). Task: Predict the product of the given reaction. Given the reactants [C:1]([N:8]1[CH2:15][CH2:14][CH2:13][C@H:9]1[C:10]([OH:12])=O)([O:3][C:4]([CH3:7])([CH3:6])[CH3:5])=[O:2].F[B-](F)(F)F.N1(OC(N(C)C)=[N+](C)C)C2C=CC=CC=2N=N1.C1C=CC2N(O)N=NC=2C=1.O.CCN(C(C)C)C(C)C.[Br:58][C:59]1[CH:68]=[CH:67][C:62]([C:63](=[N:65]O)[NH2:64])=[CH:61][CH:60]=1, predict the reaction product. The product is: [Br:58][C:59]1[CH:68]=[CH:67][C:62]([C:63]2[N:65]=[C:10]([C@@H:9]3[CH2:13][CH2:14][CH2:15][N:8]3[C:1]([O:3][C:4]([CH3:5])([CH3:6])[CH3:7])=[O:2])[O:12][N:64]=2)=[CH:61][CH:60]=1.